Dataset: TCR-epitope binding with 47,182 pairs between 192 epitopes and 23,139 TCRs. Task: Binary Classification. Given a T-cell receptor sequence (or CDR3 region) and an epitope sequence, predict whether binding occurs between them. (1) The epitope is TLDSKTQSL. The TCR CDR3 sequence is CASSTPDRVITDTQYF. Result: 1 (the TCR binds to the epitope). (2) The epitope is SEPVLKGVKL. The TCR CDR3 sequence is CASSLEHITAEQYF. Result: 0 (the TCR does not bind to the epitope). (3) The epitope is FLYALALLL. The TCR CDR3 sequence is CASSLVGNRRSNTQYF. Result: 0 (the TCR does not bind to the epitope). (4) The epitope is KPLEFGATSAAL. The TCR CDR3 sequence is CASSLAGLAHEQYF. Result: 1 (the TCR binds to the epitope).